Dataset: Full USPTO retrosynthesis dataset with 1.9M reactions from patents (1976-2016). Task: Predict the reactants needed to synthesize the given product. (1) Given the product [Br:1]/[CH:2]=[C:3]1/[C@H:4]2[C@:8]([CH3:12])([CH2:9][CH2:10][CH2:11]/1)[C@:7]([C@H:13]([OH:17])[CH3:14])([OH:84])[CH2:6][CH2:5]2, predict the reactants needed to synthesize it. The reactants are: [Br:1]/[CH:2]=[C:3]1/[C@H:4]2[C@:8]([CH3:12])([CH2:9][CH2:10][CH2:11]/1)/[C:7](=[CH:13]/[CH3:14])/[CH2:6][CH2:5]2.CS(N)(=O)=[O:17].CC[C@H]1[C@H]2C[C@H]([C@H](OC3C4C(=CC=CC=4)C(O[C@H](C4C=CN=C5C=4C=C(OC)C=C5)[C@@H]4N5C[C@H](CC)[C@@H](CC5)C4)=NN=3)C3C=CN=C4C=3C=C(OC)C=C4)N(CC2)C1.S([O-])([O-])=O.[Na+].[Na+].[OH2:84]. (2) Given the product [F:15][C:16]1[CH:17]=[C:18]([CH:19]=[CH:20][C:21]=1[S:22]([CH3:25])(=[O:23])=[O:24])[O:26][CH2:28][CH2:29][C@@H:30]1[CH2:32][C@H:31]1[CH:33]1[CH2:34][CH2:35][N:36]([C:39]([O:41][CH2:42][C:43]2[CH:44]=[CH:45][CH:46]=[CH:47][CH:48]=2)=[O:40])[CH2:37][CH2:38]1, predict the reactants needed to synthesize it. The reactants are: CC(OC(/N=N/C(OC(C)C)=O)=O)C.[F:15][C:16]1[CH:17]=[C:18]([OH:26])[CH:19]=[CH:20][C:21]=1[S:22]([CH3:25])(=[O:24])=[O:23].O[CH2:28][CH2:29][C@@H:30]1[CH2:32][C@H:31]1[CH:33]1[CH2:38][CH2:37][N:36]([C:39]([O:41][CH2:42][C:43]2[CH:48]=[CH:47][CH:46]=[CH:45][CH:44]=2)=[O:40])[CH2:35][CH2:34]1.C1(P(C2C=CC=CC=2)C2C=CC=CC=2)C=CC=CC=1. (3) Given the product [ClH:12].[NH:14]1[C:22]2[C:17](=[CH:18][CH:19]=[CH:20][CH:21]=2)[C:16](/[CH:23]=[CH:24]/[C:25]2[CH:30]=[CH:29][C:28]([N:31]3[CH2:32][CH2:33][O:34][CH2:35][CH2:36]3)=[CH:27][C:26]=2[NH:37][C:7]([C:3]2[S:4][CH:5]=[CH:6][C:2]=2[CH3:1])=[O:9])=[N:15]1, predict the reactants needed to synthesize it. The reactants are: [CH3:1][C:2]1[CH:6]=[CH:5][S:4][C:3]=1[C:7]([OH:9])=O.S(Cl)([Cl:12])=O.[NH:14]1[C:22]2[C:17](=[CH:18][CH:19]=[CH:20][CH:21]=2)[C:16](/[CH:23]=[CH:24]/[C:25]2[CH:30]=[CH:29][C:28]([N:31]3[CH2:36][CH2:35][O:34][CH2:33][CH2:32]3)=[CH:27][C:26]=2[NH2:37])=[N:15]1.C(N(CC)CC)C.Cl.C(O)C.